The task is: Predict the reactants needed to synthesize the given product.. This data is from Full USPTO retrosynthesis dataset with 1.9M reactions from patents (1976-2016). (1) Given the product [Br:9][C:5]1[CH:6]=[C:7]([O:8][CH:11]([C:13]2[CH:18]=[CH:17][CH:16]=[CH:15][N:14]=2)[CH3:12])[C:2]([NH2:1])=[N:3][CH:4]=1, predict the reactants needed to synthesize it. The reactants are: [NH2:1][C:2]1[C:7]([OH:8])=[CH:6][C:5]([Br:9])=[CH:4][N:3]=1.Cl[CH:11]([C:13]1[CH:18]=[CH:17][CH:16]=[CH:15][N:14]=1)[CH3:12].C(=O)([O-])[O-].[Cs+].[Cs+]. (2) Given the product [CH:1]1([C@@H:7]([NH:9][C:35]([C:34]2[C:28]3[C:29](=[N:30][CH:31]=[C:26]([C:24]4[CH:23]=[N:22][N:21]([CH3:20])[CH:25]=4)[N:27]=3)[NH:32][CH:33]=2)=[O:36])[CH3:8])[CH2:6][CH2:5][CH2:4][CH2:3][CH2:2]1, predict the reactants needed to synthesize it. The reactants are: [CH:1]1([C@@H:7]([NH2:9])[CH3:8])[CH2:6][CH2:5][CH2:4][CH2:3][CH2:2]1.Cl.N[C@@H](C1(O)CCCC1)C.[CH3:20][N:21]1[CH:25]=[C:24]([C:26]2[N:27]=[C:28]3[C:34]([C:35](O)=[O:36])=[CH:33][N:32](COCC[Si](C)(C)C)[C:29]3=[N:30][CH:31]=2)[CH:23]=[N:22]1.C1(C2N=C3C(C(O)=O)=CN(COCC[Si](C)(C)C)C3=NC=2)CC1. (3) The reactants are: Br[C:2]1[CH:3]=[N:4][CH:5]=[CH:6][CH:7]=1.[Cl:8][C:9]1[CH:14]=[C:13]([O:15][CH3:16])[CH:12]=[CH:11][C:10]=1[C:17]1[N:18]=[C:19]([CH2:34][CH3:35])[C:20]([NH:25][C@H:26]2[C@@H:30]([O:31][CH2:32][CH3:33])[CH2:29][NH:28][CH2:27]2)=[N:21][C:22]=1[CH2:23][CH3:24]. Given the product [Cl:8][C:9]1[CH:14]=[C:13]([O:15][CH3:16])[CH:12]=[CH:11][C:10]=1[C:17]1[N:18]=[C:19]([CH2:34][CH3:35])[C:20]([NH:25][C@H:26]2[C@@H:30]([O:31][CH2:32][CH3:33])[CH2:29][N:28]([C:2]3[CH:3]=[N:4][CH:5]=[CH:6][CH:7]=3)[CH2:27]2)=[N:21][C:22]=1[CH2:23][CH3:24], predict the reactants needed to synthesize it.